Predict the product of the given reaction. From a dataset of Forward reaction prediction with 1.9M reactions from USPTO patents (1976-2016). (1) The product is: [F:17][CH:16]([F:18])[O:15][C:12]1[CH:11]=[CH:10][C:9]([C:6]2[CH:7]=[CH:8][C:3]([CH2:1][NH2:2])=[CH:4][CH:5]=2)=[CH:14][CH:13]=1. Given the reactants [C:1]([C:3]1[CH:8]=[CH:7][C:6]([C:9]2[CH:14]=[CH:13][C:12]([O:15][CH:16]([F:18])[F:17])=[CH:11][CH:10]=2)=[CH:5][CH:4]=1)#[N:2].N, predict the reaction product. (2) Given the reactants S(Cl)(Cl)=O.[Br:5][C:6]1[CH:7]=[CH:8][C:9]([CH2:12]O)=[N:10][CH:11]=1.[NH:14]1[CH2:19][CH2:18][O:17][CH2:16][CH2:15]1, predict the reaction product. The product is: [Br:5][C:6]1[CH:7]=[CH:8][C:9]([CH2:12][N:14]2[CH2:19][CH2:18][O:17][CH2:16][CH2:15]2)=[N:10][CH:11]=1.